From a dataset of Reaction yield outcomes from USPTO patents with 853,638 reactions. Predict the reaction yield, written as a fraction of the theoretical maximum amount of product (1.0 means a 100% yield; for example, 0.34 means a 34% yield). (1) The reactants are [CH3:1][Mg]Br.[Cl:4][C:5]1[CH:25]=[CH:24][C:8]([C:9]([CH:11]2[CH2:16][CH2:15][N:14]([C:17]([O:19][C:20]([CH3:23])([CH3:22])[CH3:21])=[O:18])[CH2:13][CH2:12]2)=[O:10])=[CH:7][CH:6]=1. The product is [Cl:4][C:5]1[CH:6]=[CH:7][C:8]([C:9]([CH:11]2[CH2:16][CH2:15][N:14]([C:17]([O:19][C:20]([CH3:21])([CH3:22])[CH3:23])=[O:18])[CH2:13][CH2:12]2)([OH:10])[CH3:1])=[CH:24][CH:25]=1. The catalyst is C1COCC1. The yield is 0.920. (2) The reactants are [NH2:1][C:2]1[N:7]=[C:6]([NH2:8])[CH:5]=[CH:4][N:3]=1.[Br-:9].[Br-].[Br-].[NH+]1C=CC=CC=1.[NH+]1C=CC=CC=1.[NH+]1C=CC=CC=1. The catalyst is C1COCC1. The product is [NH2:1][C:2]1[N:7]=[C:6]([NH2:8])[C:5]([Br:9])=[CH:4][N:3]=1. The yield is 0.870. (3) The product is [Cl:17][C:15]1[CH:14]=[CH:13][C:12]([F:18])=[C:11]([C:9]2[O:8][N:7]=[C:6]([CH:4]=[O:3])[CH:10]=2)[CH:16]=1. The yield is 0.840. The catalyst is ClCCl. The reactants are C([O:3][C:4]([C:6]1[CH:10]=[C:9]([C:11]2[CH:16]=[C:15]([Cl:17])[CH:14]=[CH:13][C:12]=2[F:18])[O:8][N:7]=1)=O)C.[H-].C([Al+]CC(C)C)C(C)C.